This data is from Peptide-MHC class I binding affinity with 185,985 pairs from IEDB/IMGT. The task is: Regression. Given a peptide amino acid sequence and an MHC pseudo amino acid sequence, predict their binding affinity value. This is MHC class I binding data. (1) The peptide sequence is QQDTNSAGL. The MHC is HLA-A01:01 with pseudo-sequence HLA-A01:01. The binding affinity (normalized) is 0.0847. (2) The peptide sequence is FPTQADAIG. The MHC is HLA-A02:19 with pseudo-sequence HLA-A02:19. The binding affinity (normalized) is 0.0847. (3) The peptide sequence is ISKIYTLIY. The MHC is HLA-A31:01 with pseudo-sequence HLA-A31:01. The binding affinity (normalized) is 0.386.